Dataset: Full USPTO retrosynthesis dataset with 1.9M reactions from patents (1976-2016). Task: Predict the reactants needed to synthesize the given product. (1) Given the product [Cl:1][CH2:2][C:3]1[O:8][C:7]([C@H:9]2[CH2:14][CH2:13][C@H:12]([C:15]([O:17][CH3:18])=[O:16])[CH2:11][CH2:10]2)=[N:6][N:5]=1, predict the reactants needed to synthesize it. The reactants are: [Cl:1][CH2:2][C:3]([NH:5][NH:6][C:7]([C@H:9]1[CH2:14][CH2:13][C@H:12]([C:15]([O:17][CH3:18])=[O:16])[CH2:11][CH2:10]1)=[O:8])=O.O=P(Cl)(Cl)Cl. (2) Given the product [F:38][C:2]([CH3:1])([CH3:30])[CH:3]([C:5]1[N:6]=[C:7]([CH3:29])[N:8]([C:10]([C:11]2[CH:16]=[CH:15][CH:14]=[CH:13][CH:12]=2)([C:17]2[CH:18]=[CH:19][CH:20]=[CH:21][CH:22]=2)[C:23]2[CH:28]=[CH:27][CH:26]=[CH:25][CH:24]=2)[CH:9]=1)[CH3:32], predict the reactants needed to synthesize it. The reactants are: [CH3:1][C:2](C)([CH3:30])[CH:3]([C:5]1[N:6]=[C:7]([CH3:29])[N:8]([C:10]([C:23]2[CH:28]=[CH:27][CH:26]=[CH:25][CH:24]=2)([C:17]2[CH:22]=[CH:21][CH:20]=[CH:19][CH:18]=2)[C:11]2[CH:16]=[CH:15][CH:14]=[CH:13][CH:12]=2)[CH:9]=1)O.[CH:32]1C=CN=CC=1.[FH:38].[Si](C(O)C)(C)(C)C. (3) Given the product [CH3:1][N:2]([CH3:26])[C:3]1[CH:4]=[C:5]([C:9](=[N:16][O:17][CH2:18][C:19]2[N:24]=[C:23]([NH:25][C:35](=[O:36])[C:34]([F:33])([F:45])[O:38][C:39]3[CH:44]=[CH:43][CH:42]=[CH:41][CH:40]=3)[CH:22]=[CH:21][CH:20]=2)[C:10]2[N:14]([CH3:15])[N:13]=[N:12][N:11]=2)[CH:6]=[CH:7][CH:8]=1, predict the reactants needed to synthesize it. The reactants are: [CH3:1][N:2]([CH3:26])[C:3]1[CH:4]=[C:5]([C:9](=[N:16][O:17][CH2:18][C:19]2[N:24]=[C:23]([NH2:25])[CH:22]=[CH:21][CH:20]=2)[C:10]2[N:14]([CH3:15])[N:13]=[N:12][N:11]=2)[CH:6]=[CH:7][CH:8]=1.N1C=CC=CC=1.[F:33][C:34]([F:45])([O:38][C:39]1[CH:44]=[CH:43][CH:42]=[CH:41][CH:40]=1)[C:35](Cl)=[O:36].C([O-])(O)=O.[Na+]. (4) Given the product [CH2:28]([O:27][C:25](=[O:26])[CH2:23][CH2:22][C@H:19]1[CH2:20][O:21][C@@H:15]2[C@H:14]([OH:13])[CH2:18][O:17][C@H:16]12)[CH3:29], predict the reactants needed to synthesize it. The reactants are: C([Li])CCC.C([Si]([O:13][C@@H:14]1[CH2:18][O:17][C@@H:16]2[C@@H:19]([C:22]#[CH:23])[CH2:20][O:21][C@H:15]12)(C)C)(C)(C)C.Cl[C:25]([O:27][CH2:28][CH3:29])=[O:26]. (5) Given the product [CH3:1][O:2][CH:3]1[CH2:6][N:5]([CH2:7][CH2:8][CH2:9][NH2:10])[CH2:4]1, predict the reactants needed to synthesize it. The reactants are: [CH3:1][O:2][CH:3]1[CH2:6][N:5]([CH2:7][CH2:8][CH2:9][N:10]2C(=O)C3C(=CC=CC=3)C2=O)[CH2:4]1. (6) Given the product [C:32]1([CH:25]([C:19]2[CH:24]=[CH:23][CH:22]=[CH:21][CH:20]=2)[N:26]2[CH2:27][CH2:28][N:29]([CH2:17][CH2:16][CH2:15][C:13]3[O:12][N:11]=[C:10]([C:6]4[CH:7]=[CH:8][CH:9]=[C:4]([N+:1]([O-:3])=[O:2])[CH:5]=4)[CH:14]=3)[CH2:30][CH2:31]2)[CH:33]=[CH:34][CH:35]=[CH:36][CH:37]=1, predict the reactants needed to synthesize it. The reactants are: [N+:1]([C:4]1[CH:5]=[C:6]([C:10]2[CH:14]=[C:13]([CH2:15][CH2:16][CH:17]=O)[O:12][N:11]=2)[CH:7]=[CH:8][CH:9]=1)([O-:3])=[O:2].[C:19]1([CH:25]([C:32]2[CH:37]=[CH:36][CH:35]=[CH:34][CH:33]=2)[N:26]2[CH2:31][CH2:30][NH:29][CH2:28][CH2:27]2)[CH:24]=[CH:23][CH:22]=[CH:21][CH:20]=1.[BH-](OC(C)=O)(OC(C)=O)OC(C)=O.[Na+].